Dataset: Full USPTO retrosynthesis dataset with 1.9M reactions from patents (1976-2016). Task: Predict the reactants needed to synthesize the given product. (1) Given the product [ClH:20].[NH2:1][C:2]1[CH:7]=[C:6]([CH3:8])[CH:5]=[C:4]([CH2:9][CH2:10][C:11]2[NH:19][C:14]3=[N:15][CH:16]=[CH:17][CH:18]=[C:13]3[N:12]=2)[N:3]=1, predict the reactants needed to synthesize it. The reactants are: [NH2:1][C:2]1[CH:7]=[C:6]([CH3:8])[CH:5]=[C:4]([CH2:9][CH2:10][C:11]2[NH:19][C:14]3=[N:15][CH:16]=[CH:17][CH:18]=[C:13]3[N:12]=2)[N:3]=1.[ClH:20]. (2) The reactants are: [CH3:1][O:2][C:3]1[CH:8]=[CH:7][C:6]([N+:9]([O-])=O)=[CH:5][C:4]=1[NH:12][C:13]([NH:15][C:16]1[CH:21]=[N:20][CH:19]=[CH:18][N:17]=1)=[O:14]. Given the product [NH2:9][C:6]1[CH:7]=[CH:8][C:3]([O:2][CH3:1])=[C:4]([NH:12][C:13]([NH:15][C:16]2[CH:21]=[N:20][CH:19]=[CH:18][N:17]=2)=[O:14])[CH:5]=1, predict the reactants needed to synthesize it. (3) Given the product [Cl:16][C:17]1[CH:22]=[C:21]([Cl:23])[CH:20]=[CH:19][C:18]=1[CH2:24][CH2:15][C@H:9]1[C:10]2[C:5](=[CH:4][C:3]([O:2][CH3:1])=[C:12]([O:13][CH3:14])[CH:11]=2)[CH2:6][CH2:7][NH:8]1, predict the reactants needed to synthesize it. The reactants are: [CH3:1][O:2][C:3]1[CH:4]=[C:5]2[C:10](=[CH:11][C:12]=1[O:13][CH3:14])[C:9]([CH3:15])=[N:8][CH2:7][CH2:6]2.[Cl:16][C:17]1[CH:22]=[C:21]([Cl:23])[CH:20]=[CH:19][C:18]=1[CH2:24]Cl. (4) Given the product [C:16]([O:15][C:13]([N:9]1[CH2:10][CH2:11][CH2:12][C:6]2[C:4]([OH:5])=[N:32][C:31]([N:30]([CH2:34][CH3:35])[CH2:28][CH3:29])=[N:33][C:7]=2[CH2:8]1)=[O:14])([CH3:17])([CH3:18])[CH3:19], predict the reactants needed to synthesize it. The reactants are: C(O[C:4]([CH:6]1[CH2:12][CH2:11][CH2:10][N:9]([C:13]([O:15][C:16]([CH3:19])([CH3:18])[CH3:17])=[O:14])[CH2:8][C:7]1=O)=[O:5])C.FC(F)(F)C([O-])=O.[CH2:28]([N+:30]([CH2:34][CH3:35])=[C:31]([NH2:33])[NH2:32])[CH3:29].[O-]CC.[Na+]. (5) Given the product [CH3:21][C:15]1[C:16]([C:17]([O:19][CH3:20])=[O:18])=[C:12]([NH:11][C:9](=[O:10])[CH2:8][C:5]2[CH:6]=[CH:7][C:2]([C:25]3[CH:26]=[CH:27][N:22]=[CH:23][CH:24]=3)=[CH:3][CH:4]=2)[S:13][CH:14]=1, predict the reactants needed to synthesize it. The reactants are: I[C:2]1[CH:7]=[CH:6][C:5]([CH2:8][C:9]([NH:11][C:12]2[S:13][CH:14]=[C:15]([CH3:21])[C:16]=2[C:17]([O:19][CH3:20])=[O:18])=[O:10])=[CH:4][CH:3]=1.[N:22]1[CH:27]=[CH:26][C:25](B(O)O)=[CH:24][CH:23]=1.C(=O)([O-])[O-].[K+].[K+].O. (6) Given the product [I:24][C:22]1[C:17]2[O:16][N:15]=[C:14]([C:11]3[CH:10]=[CH:9][C:8]([O:1][C:2]4[CH:7]=[CH:6][CH:5]=[CH:4][CH:3]=4)=[CH:13][CH:12]=3)[C:18]=2[C:19]([NH2:23])=[N:20][CH:21]=1, predict the reactants needed to synthesize it. The reactants are: [O:1]([C:8]1[CH:13]=[CH:12][C:11]([C:14]2[C:18]3[C:19]([NH2:23])=[N:20][CH:21]=[CH:22][C:17]=3[O:16][N:15]=2)=[CH:10][CH:9]=1)[C:2]1[CH:7]=[CH:6][CH:5]=[CH:4][CH:3]=1.[I:24]N1C(=O)CCC1=O. (7) Given the product [C:10]([N:9]1[CH2:8][CH2:7][NH:6][C:5]2[N:18]=[CH:19][C:2]([C:30]3[CH:31]=[CH:32][C:27]([C:26]([NH:25][CH2:24][CH2:23][CH2:22][N:21]([CH3:20])[CH3:43])=[O:42])=[CH:28][CH:29]=3)=[CH:3][C:4]1=2)(=[O:11])[C:12]1[CH:17]=[CH:16][CH:15]=[CH:14][CH:13]=1, predict the reactants needed to synthesize it. The reactants are: I[C:2]1[CH:19]=[N:18][C:5]2[NH:6][CH2:7][CH2:8][N:9]([C:10]([C:12]3[CH:17]=[CH:16][CH:15]=[CH:14][CH:13]=3)=[O:11])[C:4]=2[CH:3]=1.[CH3:20][N:21]([CH3:43])[CH2:22][CH2:23][CH2:24][NH:25][C:26](=[O:42])[C:27]1[CH:32]=[CH:31][C:30](B2OC(C)(C)C(C)(C)O2)=[CH:29][CH:28]=1. (8) The reactants are: OC(C(F)(F)F)=O.[NH:8]1[CH2:11][CH:10]([NH:12][C:13](=[O:30])[CH2:14][NH:15][C:16]2[C:24]3[C:19](=[CH:20][CH:21]=[C:22]([C:25]([F:28])([F:27])[F:26])[CH:23]=3)[N:18]([CH3:29])[N:17]=2)[CH2:9]1.[CH2:31]([O:33][CH:34]1[CH2:39][CH2:38][C:37](=O)[CH2:36][CH2:35]1)[CH3:32]. Given the product [CH2:31]([O:33][CH:34]1[CH2:39][CH2:38][CH:37]([N:8]2[CH2:9][CH:10]([NH:12][C:13](=[O:30])[CH2:14][NH:15][C:16]3[C:24]4[C:19](=[CH:20][CH:21]=[C:22]([C:25]([F:27])([F:26])[F:28])[CH:23]=4)[N:18]([CH3:29])[N:17]=3)[CH2:11]2)[CH2:36][CH2:35]1)[CH3:32], predict the reactants needed to synthesize it. (9) Given the product [C:1]([C:3]1[C:4]([N:17]2[CH2:18][CH2:19][CH:20]([C:23]([NH:38][S:35]([C:30]3[CH:31]=[CH:32][CH:33]=[CH:34][C:29]=3[O:28][C:27]([F:26])([F:40])[F:39])(=[O:36])=[O:37])=[O:25])[CH2:21][CH2:22]2)=[N:5][C:6]([CH:14]([F:15])[F:16])=[C:7]([CH:8]=1)[C:9]([O:11][CH2:12][CH3:13])=[O:10])#[N:2], predict the reactants needed to synthesize it. The reactants are: [C:1]([C:3]1[C:4]([N:17]2[CH2:22][CH2:21][CH:20]([C:23]([OH:25])=O)[CH2:19][CH2:18]2)=[N:5][C:6]([CH:14]([F:16])[F:15])=[C:7]([C:9]([O:11][CH2:12][CH3:13])=[O:10])[CH:8]=1)#[N:2].[F:26][C:27]([F:40])([F:39])[O:28][C:29]1[CH:34]=[CH:33][CH:32]=[CH:31][C:30]=1[S:35]([NH2:38])(=[O:37])=[O:36].